This data is from NCI-60 drug combinations with 297,098 pairs across 59 cell lines. The task is: Regression. Given two drug SMILES strings and cell line genomic features, predict the synergy score measuring deviation from expected non-interaction effect. (1) Drug 2: C1CN(P(=O)(OC1)NCCCl)CCCl. Drug 1: C1=NC2=C(N=C(N=C2N1C3C(C(C(O3)CO)O)F)Cl)N. Cell line: 786-0. Synergy scores: CSS=8.60, Synergy_ZIP=-1.63, Synergy_Bliss=1.78, Synergy_Loewe=-8.24, Synergy_HSA=-0.707. (2) Cell line: MDA-MB-435. Drug 2: CCC1=C2CN3C(=CC4=C(C3=O)COC(=O)C4(CC)O)C2=NC5=C1C=C(C=C5)O. Synergy scores: CSS=3.41, Synergy_ZIP=1.27, Synergy_Bliss=3.78, Synergy_Loewe=-22.9, Synergy_HSA=-1.47. Drug 1: CC1=C(C=C(C=C1)NC2=NC=CC(=N2)N(C)C3=CC4=NN(C(=C4C=C3)C)C)S(=O)(=O)N.Cl. (3) Drug 1: CC1C(C(CC(O1)OC2CC(CC3=C2C(=C4C(=C3O)C(=O)C5=C(C4=O)C(=CC=C5)OC)O)(C(=O)C)O)N)O.Cl. Drug 2: C(=O)(N)NO. Cell line: HOP-92. Synergy scores: CSS=25.7, Synergy_ZIP=-8.30, Synergy_Bliss=1.99, Synergy_Loewe=-8.37, Synergy_HSA=3.04. (4) Drug 1: CC1C(C(CC(O1)OC2CC(CC3=C2C(=C4C(=C3O)C(=O)C5=C(C4=O)C(=CC=C5)OC)O)(C(=O)C)O)N)O.Cl. Drug 2: C(CC(=O)O)C(=O)CN.Cl. Cell line: HCC-2998. Synergy scores: CSS=18.5, Synergy_ZIP=-8.46, Synergy_Bliss=-8.67, Synergy_Loewe=-7.33, Synergy_HSA=-6.87. (5) Drug 1: CC1=C(C=C(C=C1)NC(=O)C2=CC=C(C=C2)CN3CCN(CC3)C)NC4=NC=CC(=N4)C5=CN=CC=C5. Drug 2: C1CNP(=O)(OC1)N(CCCl)CCCl. Cell line: KM12. Synergy scores: CSS=-0.338, Synergy_ZIP=2.34, Synergy_Bliss=4.30, Synergy_Loewe=0.0838, Synergy_HSA=0.633. (6) Cell line: UACC-257. Synergy scores: CSS=2.47, Synergy_ZIP=-0.0126, Synergy_Bliss=1.44, Synergy_Loewe=-2.58, Synergy_HSA=-2.36. Drug 1: CN1CCC(CC1)COC2=C(C=C3C(=C2)N=CN=C3NC4=C(C=C(C=C4)Br)F)OC. Drug 2: C1C(C(OC1N2C=NC(=NC2=O)N)CO)O. (7) Drug 1: C1CCC(C1)C(CC#N)N2C=C(C=N2)C3=C4C=CNC4=NC=N3. Drug 2: C1CC(=O)NC(=O)C1N2C(=O)C3=CC=CC=C3C2=O. Cell line: MDA-MB-435. Synergy scores: CSS=6.07, Synergy_ZIP=4.31, Synergy_Bliss=11.2, Synergy_Loewe=6.06, Synergy_HSA=5.13. (8) Drug 1: C1=C(C(=O)NC(=O)N1)F. Drug 2: CN1C2=C(C=C(C=C2)N(CCCl)CCCl)N=C1CCCC(=O)O.Cl. Cell line: SF-295. Synergy scores: CSS=28.7, Synergy_ZIP=-2.14, Synergy_Bliss=-4.26, Synergy_Loewe=-13.9, Synergy_HSA=-3.24. (9) Drug 1: C1CC(=O)NC(=O)C1N2CC3=C(C2=O)C=CC=C3N. Drug 2: B(C(CC(C)C)NC(=O)C(CC1=CC=CC=C1)NC(=O)C2=NC=CN=C2)(O)O. Cell line: HCC-2998. Synergy scores: CSS=-1.66, Synergy_ZIP=2.16, Synergy_Bliss=1.05, Synergy_Loewe=0.565, Synergy_HSA=-0.972. (10) Drug 1: CC(CN1CC(=O)NC(=O)C1)N2CC(=O)NC(=O)C2. Drug 2: CC1CCCC2(C(O2)CC(NC(=O)CC(C(C(=O)C(C1O)C)(C)C)O)C(=CC3=CSC(=N3)C)C)C. Cell line: M14. Synergy scores: CSS=6.92, Synergy_ZIP=-2.13, Synergy_Bliss=2.43, Synergy_Loewe=-0.669, Synergy_HSA=-0.140.